Dataset: Peptide-MHC class II binding affinity with 134,281 pairs from IEDB. Task: Regression. Given a peptide amino acid sequence and an MHC pseudo amino acid sequence, predict their binding affinity value. This is MHC class II binding data. (1) The peptide sequence is LMAFTAAVTS. The MHC is DRB1_0901 with pseudo-sequence DRB1_0901. The binding affinity (normalized) is 0.531. (2) The peptide sequence is GLRSLTDLLRALGAQ. The MHC is DRB1_0401 with pseudo-sequence DRB1_0401. The binding affinity (normalized) is 0.356. (3) The peptide sequence is VKINDKCPSTGEAHL. The MHC is HLA-DQA10102-DQB10501 with pseudo-sequence HLA-DQA10102-DQB10501. The binding affinity (normalized) is 0. (4) The peptide sequence is RPLWIIFSGNMNIKL. The binding affinity (normalized) is 0.0659. The MHC is HLA-DPA10201-DPB11401 with pseudo-sequence HLA-DPA10201-DPB11401.